This data is from NCI-60 drug combinations with 297,098 pairs across 59 cell lines. The task is: Regression. Given two drug SMILES strings and cell line genomic features, predict the synergy score measuring deviation from expected non-interaction effect. (1) Drug 1: C1=NC2=C(N1)C(=S)N=C(N2)N. Drug 2: C(CCl)NC(=O)N(CCCl)N=O. Cell line: COLO 205. Synergy scores: CSS=26.7, Synergy_ZIP=-5.81, Synergy_Bliss=-3.55, Synergy_Loewe=-17.2, Synergy_HSA=-4.25. (2) Cell line: OVCAR-8. Drug 1: CC12CCC3C(C1CCC2=O)CC(=C)C4=CC(=O)C=CC34C. Drug 2: CCCCCOC(=O)NC1=NC(=O)N(C=C1F)C2C(C(C(O2)C)O)O. Synergy scores: CSS=61.7, Synergy_ZIP=0.506, Synergy_Bliss=-1.73, Synergy_Loewe=-24.5, Synergy_HSA=-1.93. (3) Drug 1: CC1=C(N=C(N=C1N)C(CC(=O)N)NCC(C(=O)N)N)C(=O)NC(C(C2=CN=CN2)OC3C(C(C(C(O3)CO)O)O)OC4C(C(C(C(O4)CO)O)OC(=O)N)O)C(=O)NC(C)C(C(C)C(=O)NC(C(C)O)C(=O)NCCC5=NC(=CS5)C6=NC(=CS6)C(=O)NCCC[S+](C)C)O. Drug 2: COCCOC1=C(C=C2C(=C1)C(=NC=N2)NC3=CC=CC(=C3)C#C)OCCOC.Cl. Cell line: NCIH23. Synergy scores: CSS=33.1, Synergy_ZIP=-2.52, Synergy_Bliss=-5.88, Synergy_Loewe=-14.7, Synergy_HSA=-5.47. (4) Drug 1: CC1=C2C(C(=O)C3(C(CC4C(C3C(C(C2(C)C)(CC1OC(=O)C(C(C5=CC=CC=C5)NC(=O)OC(C)(C)C)O)O)OC(=O)C6=CC=CC=C6)(CO4)OC(=O)C)OC)C)OC. Drug 2: C1=CC(=CC=C1CC(C(=O)O)N)N(CCCl)CCCl.Cl. Cell line: HCT-15. Synergy scores: CSS=79.0, Synergy_ZIP=17.6, Synergy_Bliss=18.4, Synergy_Loewe=5.34, Synergy_HSA=18.5. (5) Drug 1: CNC(=O)C1=NC=CC(=C1)OC2=CC=C(C=C2)NC(=O)NC3=CC(=C(C=C3)Cl)C(F)(F)F. Drug 2: CN(C(=O)NC(C=O)C(C(C(CO)O)O)O)N=O. Synergy scores: CSS=9.82, Synergy_ZIP=-1.48, Synergy_Bliss=1.23, Synergy_Loewe=4.21, Synergy_HSA=-0.197. Cell line: HL-60(TB). (6) Drug 1: C1CN1P(=S)(N2CC2)N3CC3. Drug 2: CCCCCOC(=O)NC1=NC(=O)N(C=C1F)C2C(C(C(O2)C)O)O. Cell line: MDA-MB-435. Synergy scores: CSS=7.21, Synergy_ZIP=-1.02, Synergy_Bliss=1.21, Synergy_Loewe=2.11, Synergy_HSA=2.16.